This data is from Peptide-MHC class I binding affinity with 185,985 pairs from IEDB/IMGT. The task is: Regression. Given a peptide amino acid sequence and an MHC pseudo amino acid sequence, predict their binding affinity value. This is MHC class I binding data. (1) The peptide sequence is DRFFKTLRA. The MHC is HLA-B18:01 with pseudo-sequence HLA-B18:01. The binding affinity (normalized) is 0. (2) The peptide sequence is KTKPPLPSVKK. The MHC is HLA-A31:01 with pseudo-sequence HLA-A31:01. The binding affinity (normalized) is 0.911.